This data is from Reaction yield outcomes from USPTO patents with 853,638 reactions. The task is: Predict the reaction yield, written as a fraction of the theoretical maximum amount of product (1.0 means a 100% yield; for example, 0.34 means a 34% yield). (1) The reactants are [Br:1][C:2]1[CH:14]=[CH:13][C:12]2[C:11]3[C:6](=[CH:7][C:8]([Br:15])=[CH:9][CH:10]=3)[C:5]3([O:20][CH2:19][CH:18]=[CH:17][CH2:16]3)[C:4]=2[CH:3]=1. The catalyst is CCOC(C)=O. The product is [Br:15][C:8]1[CH:9]=[CH:10][C:11]2[C:12]3[C:4]([C:5]4([CH2:16][CH2:17][CH2:18][CH2:19][O:20]4)[C:6]=2[CH:7]=1)=[CH:3][C:2]([Br:1])=[CH:14][CH:13]=3. The yield is 0.600. (2) The reactants are [OH:1][C:2]1[C:3](=[O:22])[N:4]([CH3:21])[C:5]([C:8]2[CH:13]=[CH:12][C:11]([O:14][C:15]3[CH:20]=[CH:19][CH:18]=[CH:17][CH:16]=3)=[CH:10][CH:9]=2)=[N:6][CH:7]=1.[Cl:23]N1C(=O)CCC1=O. The catalyst is C(Cl)Cl. The product is [Cl:23][C:7]1[N:6]=[C:5]([C:8]2[CH:9]=[CH:10][C:11]([O:14][C:15]3[CH:20]=[CH:19][CH:18]=[CH:17][CH:16]=3)=[CH:12][CH:13]=2)[N:4]([CH3:21])[C:3](=[O:22])[C:2]=1[OH:1]. The yield is 0.180. (3) The reactants are [NH2:1][C:2]1[NH:6][N:5]=[C:4]([CH3:7])[C:3]=1[C:8]1[S:9][C:10]2[CH:16]=[C:15]([S:17](Cl)(=[O:19])=[O:18])[CH:14]=[CH:13][C:11]=2[N:12]=1.[CH:21]1([CH2:24][NH2:25])[CH2:23][CH2:22]1.CN1CCOCC1. The catalyst is CO. The product is [CH:21]1([CH2:24][NH:25][S:17]([C:15]2[CH:14]=[CH:13][C:11]3[N:12]=[C:8]([C:3]4[C:4]([CH3:7])=[N:5][NH:6][C:2]=4[NH2:1])[S:9][C:10]=3[CH:16]=2)(=[O:19])=[O:18])[CH2:23][CH2:22]1. The yield is 0.210. (4) The reactants are [NH2:1][C:2]1[C:11]2[C:6](=[C:7](I)[CH:8]=[CH:9][CH:10]=2)[N:5]=[N:4][C:3]=1[C:13]([NH:15][CH2:16][CH2:17][CH3:18])=[O:14].C(=O)(O)[O-].[Na+].O.[CH3:25][O:26][C:27]1[CH:32]=[CH:31][N:30]=[CH:29][C:28]=1B(O)O. The catalyst is COCCOC.C(Cl)Cl.[Pd].C1(P(C2C=CC=CC=2)C2C=CC=CC=2)C=CC=CC=1.C1(P(C2C=CC=CC=2)C2C=CC=CC=2)C=CC=CC=1.C1(P(C2C=CC=CC=2)C2C=CC=CC=2)C=CC=CC=1.C1(P(C2C=CC=CC=2)C2C=CC=CC=2)C=CC=CC=1. The product is [NH2:1][C:2]1[C:11]2[C:6](=[C:7]([C:28]3[CH:29]=[N:30][CH:31]=[CH:32][C:27]=3[O:26][CH3:25])[CH:8]=[CH:9][CH:10]=2)[N:5]=[N:4][C:3]=1[C:13]([NH:15][CH2:16][CH2:17][CH3:18])=[O:14]. The yield is 0.602. (5) The reactants are [Cl-].[NH4+].[F:3][C:4]1[CH:9]=[CH:8][C:7]([S:10][C:11]2[CH:16]=[CH:15][C:14]([N+:17]([O-])=O)=[CH:13][CH:12]=2)=[CH:6][CH:5]=1.C(OCC)(=O)C. The catalyst is O.CO.O1CCCC1.[Fe]. The product is [F:3][C:4]1[CH:9]=[CH:8][C:7]([S:10][C:11]2[CH:16]=[CH:15][C:14]([NH2:17])=[CH:13][CH:12]=2)=[CH:6][CH:5]=1. The yield is 0.850. (6) The yield is 0.930. The reactants are [Cl:1][C:2]1[CH:3]=[CH:4][C:5]2[CH2:6][NH:7][CH2:8][CH:9]([C:13]3[CH:18]=[CH:17][CH:16]=[CH:15][CH:14]=3)[O:10][C:11]=2[N:12]=1.Br[CH2:20][CH2:21][F:22].C(N(C(C)C)C(C)C)C. The catalyst is CN(C=O)C. The product is [Cl:1][C:2]1[CH:3]=[CH:4][C:5]2[CH2:6][N:7]([CH2:20][CH2:21][F:22])[CH2:8][CH:9]([C:13]3[CH:18]=[CH:17][CH:16]=[CH:15][CH:14]=3)[O:10][C:11]=2[N:12]=1. (7) The reactants are [N:1]12[CH2:8][CH2:7][C:4]([C:9]([C:16]3[S:17][CH:18]=[CH:19][CH:20]=3)([C:11]3[S:12][CH:13]=[CH:14][CH:15]=3)[OH:10])([CH2:5][CH2:6]1)[CH2:3][CH2:2]2.[C:21]1([O:27][CH2:28][CH2:29][CH2:30][Br:31])[CH:26]=[CH:25][CH:24]=[CH:23][CH:22]=1. The catalyst is C(Cl)(Cl)Cl. The product is [Br-:31].[OH:10][C:9]([C:16]1[S:17][CH:18]=[CH:19][CH:20]=1)([C:11]1[S:12][CH:13]=[CH:14][CH:15]=1)[C:4]12[CH2:5][CH2:6][N+:1]([CH2:30][CH2:29][CH2:28][O:27][C:21]3[CH:26]=[CH:25][CH:24]=[CH:23][CH:22]=3)([CH2:8][CH2:7]1)[CH2:2][CH2:3]2. The yield is 0.454. (8) The reactants are C[O-].[Na+].C([O:7][CH:8]1[CH:13]([O:14]C(=O)C)[CH:12]([O:18]C(=O)C)[CH:11]([CH2:22][O:23]C(=O)C)[O:10][CH:9]1[O:27][C:28]1[CH:32]=[CH:31][S:30][C:29]=1[CH2:33][C:34]1[CH:39]=[CH:38][C:37]([O:40][C:41]([F:44])([F:43])[F:42])=[CH:36][CH:35]=1)(=O)C.CO. The catalyst is C(O)(=O)C. The product is [OH:23][CH2:22][CH:11]1[CH:12]([OH:18])[CH:13]([OH:14])[CH:8]([OH:7])[CH:9]([O:27][C:28]2[CH:32]=[CH:31][S:30][C:29]=2[CH2:33][C:34]2[CH:35]=[CH:36][C:37]([O:40][C:41]([F:44])([F:43])[F:42])=[CH:38][CH:39]=2)[O:10]1. The yield is 0.890.